Dataset: Forward reaction prediction with 1.9M reactions from USPTO patents (1976-2016). Task: Predict the product of the given reaction. (1) The product is: [F:1][C:2]1[CH:13]=[CH:12][C:5]2[N:6]=[N:21][N:14]([CH2:15][C:16]([OH:18])=[O:17])[C:9](=[O:10])[C:4]=2[CH:3]=1. Given the reactants [F:1][C:2]1[CH:13]=[CH:12][C:5]2[NH:6]C(=O)O[C:9](=[O:10])[C:4]=2[CH:3]=1.[NH2:14][CH2:15][C:16]([OH:18])=[O:17].C([N:21](CC)CC)C.Cl.N([O-])=O.[Na+], predict the reaction product. (2) The product is: [Cl:1][C:2]1[CH:15]=[C:14]([O:16][CH3:17])[CH:13]=[CH:12][C:3]=1[N:4]([CH3:5])[C:19]([NH2:20])=[NH:18]. Given the reactants [Cl:1][C:2]1[CH:15]=[C:14]([O:16][CH3:17])[CH:13]=[CH:12][C:3]=1[NH:4][CH2:5]C1C=CC=CC=1.[N:18]#[C:19][NH2:20].Cl, predict the reaction product.